The task is: Predict the reaction yield, written as a fraction of the theoretical maximum amount of product (1.0 means a 100% yield; for example, 0.34 means a 34% yield).. This data is from Reaction yield outcomes from USPTO patents with 853,638 reactions. (1) The reactants are CO[C:3](=[O:24])[C:4]1[CH:9]=[CH:8][C:7]([O:10][CH2:11][C:12]2[C:13]([C:18]3[CH:19]=[N:20][CH:21]=[CH:22][CH:23]=3)=[N:14][O:15][C:16]=2[CH3:17])=[N:6][CH:5]=1.COC(=O)C1C=CC(OCC2[C:37]([C:42]3[CH:47]=[CH:46]C=C(F)C=3)=[N:38]OC=2C)=NC=1. No catalyst specified. The product is [CH:42]1([CH2:37][NH:38][C:3](=[O:24])[C:4]2[CH:9]=[CH:8][C:7]([O:10][CH2:11][C:12]3[C:13]([C:18]4[CH:19]=[N:20][CH:21]=[CH:22][CH:23]=4)=[N:14][O:15][C:16]=3[CH3:17])=[N:6][CH:5]=2)[CH2:47][CH2:46]1. The yield is 0.670. (2) The reactants are [C:1](OC(=O)C)(=[O:3])[CH3:2].[NH2:8][C:9]1[CH:17]=[CH:16][CH:15]=[C:14]2[C:10]=1[C:11](=[O:42])[N:12]([C:19]1([CH2:27][CH2:28][CH2:29][CH2:30][NH:31][C:32](=[O:41])[O:33][CH2:34][C:35]3[CH:40]=[CH:39][CH:38]=[CH:37][CH:36]=3)[CH2:24][CH2:23][C:22](=[O:25])[NH:21][C:20]1=[O:26])[C:13]2=[O:18]. The catalyst is N1C=CC=CC=1. The product is [C:1]([NH:8][C:9]1[CH:17]=[CH:16][CH:15]=[C:14]2[C:10]=1[C:11](=[O:42])[N:12]([C:19]1([CH2:27][CH2:28][CH2:29][CH2:30][NH:31][C:32](=[O:41])[O:33][CH2:34][C:35]3[CH:40]=[CH:39][CH:38]=[CH:37][CH:36]=3)[CH2:24][CH2:23][C:22](=[O:25])[NH:21][C:20]1=[O:26])[C:13]2=[O:18])(=[O:3])[CH3:2]. The yield is 0.370. (3) The reactants are [F:1][CH:2]([F:10])[C:3](=O)[CH:4]=[CH:5]OCC.FC(F)C(=O)CC(OCC)OCC.[CH3:24][NH:25][NH2:26]. The catalyst is C(O)(=O)C. The product is [F:1][CH:2]([F:10])[C:3]1[CH:4]=[CH:5][N:25]([CH3:24])[N:26]=1. The yield is 0.755. (4) The catalyst is CCCCCC.O1CCCC1. The product is [CH2:8]1[C:9]2[C:4](=[CH:3][C:2]([B:12]([OH:14])[OH:13])=[CH:11][CH:10]=2)[CH2:5][CH2:6][CH2:7]1. The reactants are Br[C:2]1[CH:3]=[C:4]2[C:9](=[CH:10][CH:11]=1)[CH2:8][CH2:7][CH2:6][CH2:5]2.[B:12]([O-])([O-:14])[O-:13].Cl.O. The yield is 0.540. (5) The reactants are Cl[C:2]1[N:6]([CH2:7][C:8]2[CH:13]=[CH:12][C:11]([C:14]3[CH:19]=[CH:18][CH:17]=[CH:16][C:15]=3[C:20]#[N:21])=[CH:10][CH:9]=2)[C:5]2[C:22]([C:26]([O:28][CH2:29][CH3:30])=[O:27])=[CH:23][CH:24]=[CH:25][C:4]=2[N:3]=1.[CH3:31][CH2:32][O-:33].[Na+]. The catalyst is C(O)C. The product is [C:20]([C:15]1[CH:16]=[CH:17][CH:18]=[CH:19][C:14]=1[C:11]1[CH:12]=[CH:13][C:8]([CH2:7][N:6]2[C:5]3[C:22]([C:26]([O:28][CH2:29][CH3:30])=[O:27])=[CH:23][CH:24]=[CH:25][C:4]=3[N:3]=[C:2]2[O:33][CH2:32][CH3:31])=[CH:9][CH:10]=1)#[N:21]. The yield is 0.700. (6) The product is [Br:9][C:10]1[C:11]([CH2:16][C:24]2([OH:32])[C:25]3[C:30](=[CH:29][CH:28]=[C:27]([CH3:31])[CH:26]=3)[N:22]([CH2:17][CH2:18][CH:19]([CH3:20])[CH3:21])[C:23]2=[O:33])=[N:12][CH:13]=[CH:14][CH:15]=1. The reactants are [Li+].CC([N-]C(C)C)C.[Br:9][C:10]1[C:11]([CH3:16])=[N:12][CH:13]=[CH:14][CH:15]=1.[CH2:17]([N:22]1[C:30]2[C:25](=[CH:26][C:27]([CH3:31])=[CH:28][CH:29]=2)[C:24](=[O:32])[C:23]1=[O:33])[CH2:18][CH:19]([CH3:21])[CH3:20]. The yield is 0.0800. No catalyst specified. (7) The reactants are [C:1]([O:5][C:6]([N:8]1[CH2:13][CH2:12][C:11](=[CH:14][C:15]2[CH:20]=[CH:19][CH:18]=[CH:17][CH:16]=2)[CH2:10][CH2:9]1)=[O:7])([CH3:4])([CH3:3])[CH3:2].C([O-])([O-])=O.[K+].[K+].[Br:27]Br.[OH-].[Na+]. The catalyst is C(Cl)(Cl)Cl.O.CO. The product is [C:1]([O:5][C:6]([N:8]1[CH2:9][CH2:10][C:11](=[C:14]([Br:27])[C:15]2[CH:16]=[CH:17][CH:18]=[CH:19][CH:20]=2)[CH2:12][CH2:13]1)=[O:7])([CH3:4])([CH3:2])[CH3:3]. The yield is 0.940. (8) The reactants are [F:1][C:2]1[CH:21]=[C:20]([N+:22]([O-:24])=[O:23])[CH:19]=[CH:18][C:3]=1[O:4][C:5]1[C:14]2[C:9](=[CH:10][C:11]([OH:17])=[C:12]([O:15][CH3:16])[CH:13]=2)[N:8]=[CH:7][CH:6]=1.CC(N(C)C)=O.C(=O)([O-])[O-].[Cs+].[Cs+].[CH2:37]([O:44][C:45]([N:47]1[CH2:51][CH:50]2[CH2:52][CH:53]([CH2:55]OS(C)(=O)=O)[CH2:54][CH:49]2[CH2:48]1)=[O:46])[C:38]1[CH:43]=[CH:42][CH:41]=[CH:40][CH:39]=1. The catalyst is O. The product is [CH2:37]([O:44][C:45]([N:47]1[CH2:48][CH:49]2[CH2:54][CH:53]([CH2:55][O:17][C:11]3[CH:10]=[C:9]4[C:14]([C:5]([O:4][C:3]5[CH:18]=[CH:19][C:20]([N+:22]([O-:24])=[O:23])=[CH:21][C:2]=5[F:1])=[CH:6][CH:7]=[N:8]4)=[CH:13][C:12]=3[O:15][CH3:16])[CH2:52][CH:50]2[CH2:51]1)=[O:46])[C:38]1[CH:39]=[CH:40][CH:41]=[CH:42][CH:43]=1. The yield is 0.940. (9) The reactants are [Cl:1][C:2]1[CH:7]=[C:6]([Cl:8])[CH:5]=[C:4](I)[C:3]=1[OH:10].[CH3:11][O:12][C:13]1[CH:18]=[CH:17][C:16]([C:19]#[CH:20])=[CH:15][CH:14]=1.O. The catalyst is CN(C=O)C.C(NCC)C.[Cu]I. The product is [Cl:8][C:6]1[CH:7]=[C:2]([Cl:1])[C:3]2[O:10][C:19]([C:16]3[CH:17]=[CH:18][C:13]([O:12][CH3:11])=[CH:14][CH:15]=3)=[CH:20][C:4]=2[CH:5]=1. The yield is 0.420. (10) The reactants are [CH3:1][O:2][C:3]1[CH:8]=[CH:7][C:6]([NH:9][C:10]2[CH:15]=[CH:14][C:13]([O:16][CH3:17])=[CH:12][CH:11]=2)=[CH:5][CH:4]=1.[F:18][C:19]1[CH:27]=[CH:26][C:22]([C:23](Cl)=[O:24])=[C:21]([C:28]([F:31])([F:30])[F:29])[CH:20]=1.N1C=CC=CC=1. The catalyst is C1COCC1. The product is [F:18][C:19]1[CH:27]=[CH:26][C:22]([C:23]([N:9]([C:6]2[CH:5]=[CH:4][C:3]([O:2][CH3:1])=[CH:8][CH:7]=2)[C:10]2[CH:15]=[CH:14][C:13]([O:16][CH3:17])=[CH:12][CH:11]=2)=[O:24])=[C:21]([C:28]([F:29])([F:30])[F:31])[CH:20]=1. The yield is 0.842.